From a dataset of NCI-60 drug combinations with 297,098 pairs across 59 cell lines. Regression. Given two drug SMILES strings and cell line genomic features, predict the synergy score measuring deviation from expected non-interaction effect. Drug 1: CC1=CC2C(CCC3(C2CCC3(C(=O)C)OC(=O)C)C)C4(C1=CC(=O)CC4)C. Drug 2: C1CN(CCN1C(=O)CCBr)C(=O)CCBr. Cell line: HOP-62. Synergy scores: CSS=15.5, Synergy_ZIP=-4.99, Synergy_Bliss=4.63, Synergy_Loewe=-9.52, Synergy_HSA=-1.81.